Dataset: Peptide-MHC class I binding affinity with 185,985 pairs from IEDB/IMGT. Task: Regression. Given a peptide amino acid sequence and an MHC pseudo amino acid sequence, predict their binding affinity value. This is MHC class I binding data. (1) The peptide sequence is KNDAVYIGY. The MHC is HLA-B35:01 with pseudo-sequence HLA-B35:01. The binding affinity (normalized) is 0.0847. (2) The peptide sequence is FHIVNQESL. The MHC is HLA-B15:01 with pseudo-sequence HLA-B15:01. The binding affinity (normalized) is 0.0847. (3) The peptide sequence is RASHFRKLF. The MHC is HLA-A25:01 with pseudo-sequence HLA-A25:01. The binding affinity (normalized) is 0.0847. (4) The peptide sequence is AISDYDYYR. The MHC is HLA-A68:01 with pseudo-sequence HLA-A68:01. The binding affinity (normalized) is 0.559. (5) The MHC is Mamu-A02 with pseudo-sequence Mamu-A02. The binding affinity (normalized) is 0.515. The peptide sequence is QTIVKHPRY. (6) The MHC is HLA-B44:02 with pseudo-sequence HLA-B44:02. The binding affinity (normalized) is 0.213. The peptide sequence is AHAGARVNL. (7) The peptide sequence is TYQRTRALV. The MHC is HLA-A24:02 with pseudo-sequence HLA-A24:02. The binding affinity (normalized) is 0.144. (8) The peptide sequence is CAPHRVSGV. The MHC is HLA-A02:02 with pseudo-sequence HLA-A02:02. The binding affinity (normalized) is 0.300. (9) The peptide sequence is KTNFQNHKG. The MHC is HLA-A11:01 with pseudo-sequence HLA-A11:01. The binding affinity (normalized) is 0.0847. (10) The peptide sequence is KFLDWMIFI. The MHC is HLA-A02:19 with pseudo-sequence HLA-A02:19. The binding affinity (normalized) is 0.406.